Task: Predict the product of the given reaction.. Dataset: Forward reaction prediction with 1.9M reactions from USPTO patents (1976-2016) (1) Given the reactants CC1C=CC(S(O[CH2:12][CH:13]2[O:18][C:17]3[CH:19]=[C:20]([O:23][S:24]([CH3:27])(=[O:26])=[O:25])[CH:21]=[CH:22][C:16]=3[O:15][CH2:14]2)(=O)=O)=CC=1.[CH2:28]([NH2:31])[CH2:29][CH3:30], predict the reaction product. The product is: [CH3:27][S:24]([O:23][C:20]1[CH:21]=[CH:22][C:16]2[O:15][CH2:14][CH:13]([CH2:12][NH:31][CH2:28][CH2:29][CH3:30])[O:18][C:17]=2[CH:19]=1)(=[O:25])=[O:26]. (2) Given the reactants [NH2:1][C:2]1[C:7]([C:8]([O:10][CH3:11])=[O:9])=[N:6][CH:5]=[CH:4][N:3]=1.[Br:12]N1C(=O)CCC1=O.S([O-])([O-])(=O)=O.[Na+].[Na+], predict the reaction product. The product is: [NH2:1][C:2]1[C:7]([C:8]([O:10][CH3:11])=[O:9])=[N:6][C:5]([Br:12])=[CH:4][N:3]=1.